Dataset: Forward reaction prediction with 1.9M reactions from USPTO patents (1976-2016). Task: Predict the product of the given reaction. (1) Given the reactants [Cl:1][C:2]1[CH:3]=[CH:4][C:5]([O:35][CH:36]([F:38])[F:37])=[C:6]([C:8]2[C:13]([O:14][CH3:15])=[CH:12][N:11]([CH:16]([CH3:33])[C:17]([NH:19][C:20]3[CH:32]=[CH:31][C:23]([C:24]([O:26]C(C)(C)C)=[O:25])=[CH:22][CH:21]=3)=[O:18])[C:10](=[O:34])[CH:9]=2)[CH:7]=1.C(O)(C(F)(F)F)=O, predict the reaction product. The product is: [Cl:1][C:2]1[CH:3]=[CH:4][C:5]([O:35][CH:36]([F:38])[F:37])=[C:6]([C:8]2[C:13]([O:14][CH3:15])=[CH:12][N:11]([CH:16]([CH3:33])[C:17]([NH:19][C:20]3[CH:32]=[CH:31][C:23]([C:24]([OH:26])=[O:25])=[CH:22][CH:21]=3)=[O:18])[C:10](=[O:34])[CH:9]=2)[CH:7]=1. (2) The product is: [CH3:35][O:34][C:23](=[O:33])[CH2:24][CH2:25][CH2:26][CH2:27][CH2:28][CH2:29][C:30]([NH:1][C:2]1[CH:7]=[CH:6][C:5]([CH:8]([C:9]([O:11][C:12]([CH3:15])([CH3:13])[CH3:14])=[O:10])[C:16]([O:18][C:19]([CH3:22])([CH3:21])[CH3:20])=[O:17])=[CH:4][CH:3]=1)=[O:31]. Given the reactants [NH2:1][C:2]1[CH:7]=[CH:6][C:5]([CH:8]([C:16]([O:18][C:19]([CH3:22])([CH3:21])[CH3:20])=[O:17])[C:9]([O:11][C:12]([CH3:15])([CH3:14])[CH3:13])=[O:10])=[CH:4][CH:3]=1.[C:23]([O:34][CH3:35])(=[O:33])[CH2:24][CH2:25][CH2:26][CH2:27][CH2:28][CH2:29][C:30]([O-])=[O:31].C(N=C=NCCCN(C)C)C, predict the reaction product.